Task: Predict the product of the given reaction.. Dataset: Forward reaction prediction with 1.9M reactions from USPTO patents (1976-2016) Given the reactants [C:1]([O:5][C:6]([N:8]1[CH2:12][C@@H:11]([C:13]2[CH:18]=[CH:17][CH:16]=[CH:15][C:14]=2[F:19])[C@H:10]([NH2:20])[CH2:9]1)=[O:7])([CH3:4])([CH3:3])[CH3:2].C(N(CC)CC)C.O1CCOCC1.Cl[C:35]([O:37][CH2:38][CH:39]1[C:51]2[CH:50]=[CH:49][CH:48]=[CH:47][C:46]=2[C:45]2[C:40]1=[CH:41][CH:42]=[CH:43][CH:44]=2)=[O:36], predict the reaction product. The product is: [C:1]([O:5][C:6]([N:8]1[CH2:12][C@@H:11]([C:13]2[CH:18]=[CH:17][CH:16]=[CH:15][C:14]=2[F:19])[C@H:10]([NH:20][C:35]([O:37][CH2:38][CH:39]2[C:40]3[CH:41]=[CH:42][CH:43]=[CH:44][C:45]=3[C:46]3[C:51]2=[CH:50][CH:49]=[CH:48][CH:47]=3)=[O:36])[CH2:9]1)=[O:7])([CH3:4])([CH3:2])[CH3:3].